This data is from Forward reaction prediction with 1.9M reactions from USPTO patents (1976-2016). The task is: Predict the product of the given reaction. (1) Given the reactants Cl.[CH2:2]([O:9][C:10]1[C:11]([C:24]([O:26][C:27]([CH3:30])([CH3:29])[CH3:28])=[O:25])=[N:12][C:13]([CH2:17][CH:18]2[CH2:23][CH2:22][NH:21][CH2:20][CH2:19]2)=[N:14][C:15]=1[CH3:16])[C:3]1[CH:8]=[CH:7][CH:6]=[CH:5][CH:4]=1.Br[C:32]1[CH:37]=[CH:36][C:35]([C:38]2[CH:43]=[CH:42][C:41]([CH2:44][O:45][Si:46]([C:49]([CH3:52])([CH3:51])[CH3:50])([CH3:48])[CH3:47])=[CH:40][CH:39]=2)=[CH:34][CH:33]=1.CC(C)([O-])C.[Na+].C1(P(C2CCCCC2)C2C=CC=CC=2C2C(C(C)C)=CC(C(C)C)=CC=2C(C)C)CCCCC1, predict the reaction product. The product is: [CH2:2]([O:9][C:10]1[C:11]([C:24]([O:26][C:27]([CH3:30])([CH3:29])[CH3:28])=[O:25])=[N:12][C:13]([CH2:17][CH:18]2[CH2:23][CH2:22][N:21]([C:32]3[CH:33]=[CH:34][C:35]([C:38]4[CH:43]=[CH:42][C:41]([CH2:44][O:45][Si:46]([C:49]([CH3:52])([CH3:51])[CH3:50])([CH3:47])[CH3:48])=[CH:40][CH:39]=4)=[CH:36][CH:37]=3)[CH2:20][CH2:19]2)=[N:14][C:15]=1[CH3:16])[C:3]1[CH:4]=[CH:5][CH:6]=[CH:7][CH:8]=1. (2) Given the reactants [F:1][C:2]([F:21])([F:20])[C:3]1[CH:8]=[CH:7][C:6]([NH:9][C:10]2[C:11]3[CH2:19][NH:18][CH2:17][CH2:16][C:12]=3[N:13]=[CH:14][N:15]=2)=[CH:5][CH:4]=1.[C:22]1([CH3:31])[CH:27]=[CH:26][CH:25]=[C:24](B(O)O)[CH:23]=1.C(N(CC)CC)C, predict the reaction product. The product is: [F:21][C:2]([F:1])([F:20])[C:3]1[CH:8]=[CH:7][C:6]([NH:9][C:10]2[C:11]3[CH2:19][N:18]([C:24]4[CH:23]=[C:22]([CH3:31])[CH:27]=[CH:26][CH:25]=4)[CH2:17][CH2:16][C:12]=3[N:13]=[CH:14][N:15]=2)=[CH:5][CH:4]=1. (3) Given the reactants Cl[C:2](=[N:13][OH:14])[C:3]1[CH:8]=[CH:7][C:6]([C:9]([F:12])([F:11])[F:10])=[CH:5][CH:4]=1.[C:15]([C:17]1[CH:18]=[C:19]([CH:22]=[CH:23][CH:24]=1)[CH:20]=[O:21])#[CH:16].C(N(CC)CC)C.O, predict the reaction product. The product is: [F:10][C:9]([F:12])([F:11])[C:6]1[CH:7]=[CH:8][C:3]([C:2]2[CH:16]=[C:15]([C:17]3[CH:18]=[C:19]([CH:22]=[CH:23][CH:24]=3)[CH:20]=[O:21])[O:14][N:13]=2)=[CH:4][CH:5]=1.